This data is from Forward reaction prediction with 1.9M reactions from USPTO patents (1976-2016). The task is: Predict the product of the given reaction. Given the reactants Br[C:2]1[C:6]2=[C:7]3[C:12](=[CH:13][CH:14]=[C:5]2[S:4][C:3]=1[C:15]([O:17][CH3:18])=[O:16])[N:11]=[CH:10][CH:9]=[CH:8]3.C(=O)([O-])[O-].[Cs+].[Cs+].[NH2:25][CH2:26][C@H:27]([NH:29][C:30](=[O:36])[O:31][C:32]([CH3:35])([CH3:34])[CH3:33])[CH3:28].C1C=CC(P(C2C(C3C(P(C4C=CC=CC=4)C4C=CC=CC=4)=CC=C4C=3C=CC=C4)=C3C(C=CC=C3)=CC=2)C2C=CC=CC=2)=CC=1, predict the reaction product. The product is: [C:32]([O:31][C:30]([NH:29][C@H:27]([CH3:28])[CH2:26][NH:25][C:2]1[C:6]2=[C:7]3[C:12](=[CH:13][CH:14]=[C:5]2[S:4][C:3]=1[C:15]([O:17][CH3:18])=[O:16])[N:11]=[CH:10][CH:9]=[CH:8]3)=[O:36])([CH3:35])([CH3:34])[CH3:33].